This data is from Reaction yield outcomes from USPTO patents with 853,638 reactions. The task is: Predict the reaction yield, written as a fraction of the theoretical maximum amount of product (1.0 means a 100% yield; for example, 0.34 means a 34% yield). (1) The reactants are C([O:8][C:9]1[C:14]([CH3:15])=[CH:13][C:12]([O:16][C:17](=[O:24])[C:18]2[CH:23]=[CH:22][CH:21]=[CH:20][CH:19]=2)=[CH:11][C:10]=1[Cl:25])C1C=CC=CC=1.[H][H]. The catalyst is [C].[Pd].C(OCC)(=O)C. The product is [C:17]([O:16][C:12]1[CH:13]=[C:14]([CH3:15])[C:9]([OH:8])=[C:10]([Cl:25])[CH:11]=1)(=[O:24])[C:18]1[CH:19]=[CH:20][CH:21]=[CH:22][CH:23]=1. The yield is 0.960. (2) The reactants are [C:1]1([CH:7]2[CH2:12][CH2:11][N:10]([CH2:13][C:14]3[S:18][C:17]([NH:19][C:20](=[O:26])[O:21][C:22]([CH3:25])([CH3:24])[CH3:23])=[N:16][CH:15]=3)[CH2:9][CH2:8]2)[CH:6]=[CH:5][CH:4]=[CH:3][CH:2]=1.[H-].[Na+].[CH2:29](I)[CH3:30]. The catalyst is CN(C=O)C. The product is [CH2:29]([N:19]([C:17]1[S:18][C:14]([CH2:13][N:10]2[CH2:11][CH2:12][CH:7]([C:1]3[CH:6]=[CH:5][CH:4]=[CH:3][CH:2]=3)[CH2:8][CH2:9]2)=[CH:15][N:16]=1)[C:20](=[O:26])[O:21][C:22]([CH3:23])([CH3:25])[CH3:24])[CH3:30]. The yield is 0.450. (3) The reactants are [Li][CH2:2][CH2:3][CH2:4][CH3:5].[C:6]([N:13]1CCC(=O)[CH2:15][CH2:14]1)([O:8][C:9]([CH3:12])([CH3:11])[CH3:10])=[O:7]. The catalyst is [Br-].C[P+](C1C=CC=CC=1)(C1C=CC=CC=1)C1C=CC=CC=1.C1COCC1. The product is [C:9]([O:8][C:6]([N:13]1[CH2:14][CH2:15][C:4](=[CH2:5])[CH2:3][CH2:2]1)=[O:7])([CH3:12])([CH3:11])[CH3:10]. The yield is 0.910. (4) The reactants are [NH2:1][C:2]1[CH:16]=[CH:15][C:5]([C:6]([N:12]([CH3:14])[CH3:13])=[N:7][S:8]([CH3:11])(=[O:10])=[O:9])=[CH:4][CH:3]=1.CCO.[Cl:20][C:21]1[S:25][C:24]([C:26]([NH:28][CH2:29][CH:30]2[CH2:32][O:31]2)=[O:27])=[CH:23][CH:22]=1. The catalyst is O. The product is [NH4+:1].[OH-:9].[CH3:14][N:12]([CH3:13])[C:6]([C:5]1[CH:15]=[CH:16][C:2]([NH:1][CH2:32][CH:30]([OH:31])[CH2:29][NH:28][C:26]([C:24]2[S:25][C:21]([Cl:20])=[CH:22][CH:23]=2)=[O:27])=[CH:3][CH:4]=1)=[N:7][S:8]([CH3:11])(=[O:10])=[O:9]. The yield is 0.0100. (5) The reactants are C1C=CC(P(C2C=CC=CC=2)C2C=CC=CC=2)=CC=1.C(C1C(=O)C(Cl)=C(Cl)C(=O)C=1C#N)#N.[Cl:34][C:35]1[CH:36]=[C:37]([O:48][CH3:49])[C:38]2[NH:43][CH2:42][C@H:41]([CH2:44][CH2:45]O)[NH:40][C:39]=2[N:47]=1. The catalyst is C(Cl)Cl. The product is [Cl:34][C:35]1[CH:36]=[C:37]([O:48][CH3:49])[C:38]2[N:43]3[CH2:42][C@H:41]([CH2:44][CH2:45]3)[NH:40][C:39]=2[N:47]=1. The yield is 0.720.